From a dataset of Full USPTO retrosynthesis dataset with 1.9M reactions from patents (1976-2016). Predict the reactants needed to synthesize the given product. (1) Given the product [Br:6][C:7]1[CH:12]=[CH:11][C:10]([CH2:13][O:14][CH2:22][C:23]([O:25][C:26]([CH3:29])([CH3:28])[CH3:27])=[O:24])=[CH:9][CH:8]=1, predict the reactants needed to synthesize it. The reactants are: CN(C=O)C.[Br:6][C:7]1[CH:12]=[CH:11][C:10]([CH2:13][OH:14])=[CH:9][CH:8]=1.C(=O)([O-])[O-].[Cs+].[Cs+].Br[CH2:22][C:23]([O:25][C:26]([CH3:29])([CH3:28])[CH3:27])=[O:24]. (2) Given the product [Cl:1][C:2]1[C:9]([CH3:10])=[C:8]([N:18]2[C:17](=[O:19])[CH2:16][C@@:15]([OH:21])([CH3:20])[C@@H:14]2[CH2:12][CH3:13])[CH:7]=[CH:6][C:3]=1[C:4]#[N:5], predict the reactants needed to synthesize it. The reactants are: [Cl:1][C:2]1[C:9]([CH3:10])=[C:8](I)[CH:7]=[CH:6][C:3]=1[C:4]#[N:5].[CH2:12]([C@@H:14]1[NH:18][C:17](=[O:19])[CH2:16][C@@:15]1([OH:21])[CH3:20])[CH3:13].C1(P(C2C=CC=CC=2)C2C3OC4C(=CC=CC=4P(C4C=CC=CC=4)C4C=CC=CC=4)C(C)(C)C=3C=CC=2)C=CC=CC=1.C(=O)([O-])[O-].[Cs+].[Cs+]. (3) Given the product [C:27]([C:31]1[O:32][C:33]2[C:39]([NH:40][C:8]3[CH:7]=[CH:6][C:5]4[C:10](=[CH:11][CH:12]=[CH:13][C:4]=4[NH:1][S:23]([C:18]4[CH:17]=[C:16]([F:15])[CH:21]=[C:20]([F:22])[CH:19]=4)(=[O:25])=[O:24])[N:9]=3)=[CH:38][CH:37]=[CH:36][C:34]=2[CH:35]=1)([CH3:30])([CH3:28])[CH3:29], predict the reactants needed to synthesize it. The reactants are: [N+:1]([C:4]1[CH:13]=[CH:12][CH:11]=[C:10]2[C:5]=1[CH:6]=[CH:7][C:8](Cl)=[N:9]2)([O-])=O.[F:15][C:16]1[CH:17]=[C:18]([S:23](Cl)(=[O:25])=[O:24])[CH:19]=[C:20]([F:22])[CH:21]=1.[C:27]([C:31]1[O:32][C:33]2[C:39]([NH2:40])=[CH:38][CH:37]=[CH:36][C:34]=2[CH:35]=1)([CH3:30])([CH3:29])[CH3:28]. (4) Given the product [NH2:1][C:2]1[C:3]([O:21][CH2:24][C:23]#[CH:22])=[C:4]([Cl:20])[CH:5]=[C:6]([F:19])[C:7]=1[N:8]1[C:12](=[O:13])[CH:11]2[CH2:14][CH2:15][CH:16]=[CH:17][CH:10]2[C:9]1=[O:18], predict the reactants needed to synthesize it. The reactants are: [NH2:1][C:2]1[C:7]([N:8]2[C:12](=[O:13])[CH:11]3[CH2:14][CH2:15][CH:16]=[CH:17][CH:10]3[C:9]2=[O:18])=[C:6]([F:19])[CH:5]=[C:4]([Cl:20])[C:3]=1[OH:21].[CH2:22](Br)[C:23]#[CH:24].C(=O)([O-])[O-].[K+].[K+]. (5) Given the product [Cl:32][C:29]1[CH:30]=[CH:31][C:26]([CH:8]([C:5]2[CH:4]=[CH:3][C:2]([Cl:1])=[CH:7][CH:6]=2)[N:9]2[CH2:12][C:11](=[C:13]([C:18]3[CH:23]=[CH:22][CH:21]=[C:20]([OH:24])[CH:19]=3)[S:14]([CH3:17])(=[O:16])=[O:15])[CH2:10]2)=[CH:27][CH:28]=1, predict the reactants needed to synthesize it. The reactants are: [Cl:1][C:2]1[CH:7]=[CH:6][C:5]([CH:8]([C:26]2[CH:31]=[CH:30][C:29]([Cl:32])=[CH:28][CH:27]=2)[N:9]2[CH2:12][C:11](=[C:13]([C:18]3[CH:23]=[CH:22][CH:21]=[C:20]([O:24]C)[CH:19]=3)[S:14]([CH3:17])(=[O:16])=[O:15])[CH2:10]2)=[CH:4][CH:3]=1.B(Br)(Br)Br. (6) Given the product [Cl:27][C:21]1[CH:20]=[C:19]([C:16]2[CH:17]=[CH:18][N:14]([C@H:12]([CH3:13])[CH2:11][NH:10][C:7]([C:5]3[N:6]=[C:2]([CH3:1])[NH:3][CH:4]=3)=[O:9])[N:15]=2)[CH:26]=[CH:25][C:22]=1[C:23]#[N:24], predict the reactants needed to synthesize it. The reactants are: [CH3:1][C:2]1[NH:3][CH:4]=[C:5]([C:7]([OH:9])=O)[N:6]=1.[NH2:10][CH2:11][C@H:12]([N:14]1[CH:18]=[CH:17][C:16]([C:19]2[CH:26]=[CH:25][C:22]([C:23]#[N:24])=[C:21]([Cl:27])[CH:20]=2)=[N:15]1)[CH3:13]. (7) Given the product [ClH:1].[NH2:2][C:3]1[N:8]=[CH:7][C:6](/[CH:9]=[CH:10]/[C:11]([N:41]([CH3:40])[CH2:42][C:43]2[C:52]3[C:47](=[CH:48][CH:49]=[CH:50][CH:51]=3)[C:46]([CH3:53])=[CH:45][CH:44]=2)=[O:13])=[CH:5][C:4]=1[CH2:14][N:15]1[CH2:20][CH2:19][O:18][CH2:17][CH2:16]1, predict the reactants needed to synthesize it. The reactants are: [ClH:1].[NH2:2][C:3]1[N:8]=[CH:7][C:6](/[CH:9]=[CH:10]/[C:11]([OH:13])=O)=[CH:5][C:4]=1[CH2:14][N:15]1[CH2:20][CH2:19][O:18][CH2:17][CH2:16]1.Cl.CN1CC2C=C(/C=C/C(O)=O)C=NC=2NC(=O)C1.[CH3:40][NH:41][CH2:42][C:43]1[C:52]2[C:47](=[CH:48][CH:49]=[CH:50][CH:51]=2)[C:46]([CH3:53])=[CH:45][CH:44]=1.CNCC1C=CC2C(=CC=CC=2)C=1CCC. (8) Given the product [C:46]([O:50][C:51](=[O:60])[C@@H:52]([NH:59][C:3](=[O:12])[C:4]1[CH:9]=[CH:8][C:7]([Br:10])=[CH:6][C:5]=1[OH:11])[CH2:53][O:54][C:55]([CH3:58])([CH3:57])[CH3:56])([CH3:49])([CH3:47])[CH3:48], predict the reactants needed to synthesize it. The reactants are: CO[C:3](=[O:12])[C:4]1[CH:9]=[CH:8][C:7]([Br:10])=[CH:6][C:5]=1[OH:11].CN(C(ON1N=NC2C=CC=NC1=2)=[N+](C)C)C.F[P-](F)(F)(F)(F)F.CCN(C(C)C)C(C)C.[C:46]([O:50][C:51](=[O:60])[C@@H:52]([NH2:59])[CH2:53][O:54][C:55]([CH3:58])([CH3:57])[CH3:56])([CH3:49])([CH3:48])[CH3:47]. (9) Given the product [Br:28][C:19]1[C:10]2[C:9]([C:3]3[CH:4]=[CH:5][C:6]([CH3:8])=[CH:7][C:2]=3[CH3:1])=[N:14][C:13]([S:15][CH3:16])=[N:12][C:11]=2[N:17]([CH2:20][O:21][CH2:22][CH2:23][Si:24]([CH3:27])([CH3:26])[CH3:25])[CH:18]=1, predict the reactants needed to synthesize it. The reactants are: [CH3:1][C:2]1[CH:7]=[C:6]([CH3:8])[CH:5]=[CH:4][C:3]=1[C:9]1[C:10]2[CH:19]=[CH:18][N:17]([CH2:20][O:21][CH2:22][CH2:23][Si:24]([CH3:27])([CH3:26])[CH3:25])[C:11]=2[N:12]=[C:13]([S:15][CH3:16])[N:14]=1.[Br:28]N1C(=O)CCC1=O.